From a dataset of Catalyst prediction with 721,799 reactions and 888 catalyst types from USPTO. Predict which catalyst facilitates the given reaction. (1) Reactant: [CH2:1]([N:8]1[CH2:13][CH2:12][O:11][CH:10]([CH2:14][N:15]2[CH2:20][CH2:19][N:18](C(OC(C)(C)C)=O)[CH2:17][CH2:16]2)[CH2:9]1)[C:2]1[CH:7]=[CH:6][CH:5]=[CH:4][CH:3]=1.FC(F)(F)C(O)=O. Product: [CH2:1]([N:8]1[CH2:13][CH2:12][O:11][CH:10]([CH2:14][N:15]2[CH2:16][CH2:17][NH:18][CH2:19][CH2:20]2)[CH2:9]1)[C:2]1[CH:7]=[CH:6][CH:5]=[CH:4][CH:3]=1. The catalyst class is: 2. (2) Reactant: [F:1][C:2]([F:27])([F:26])[S:3]([O:6][C:7]1[C:11]2[C:12]([O:16][CH3:17])=[N:13][CH:14]=[CH:15][C:10]=2[N:9]([C:18]2[C:23]([F:24])=[CH:22][CH:21]=[CH:20][C:19]=2[F:25])[N:8]=1)(=[O:5])=[O:4].[Cl:28]N1C(=O)CCC1=O.O. Product: [F:27][C:2]([F:26])([F:1])[S:3]([O:6][C:7]1[C:11]2[C:12]([O:16][CH3:17])=[N:13][CH:14]=[C:15]([Cl:28])[C:10]=2[N:9]([C:18]2[C:23]([F:24])=[CH:22][CH:21]=[CH:20][C:19]=2[F:25])[N:8]=1)(=[O:5])=[O:4]. The catalyst class is: 3. (3) Reactant: C(OC(=O)[NH:10][C:11]1([C:14]2[NH:18][N:17]=[N:16][N:15]=2)[CH2:13][CH2:12]1)C1C=CC=CC=1. Product: [NH:15]1[C:14]([C:11]2([NH2:10])[CH2:13][CH2:12]2)=[N:18][N:17]=[N:16]1. The catalyst class is: 19. (4) Product: [Cl:15][C:16]1[CH:17]=[CH:18][C:19]([C:22]2[N:23]=[C:24]([NH:27][C:34](=[O:49])[CH2:35][C:7]3[C:6]4[C:5](=[O:12])[N:4]([CH3:13])[C:3](=[O:14])[N:2]([CH3:1])[C:10]=4[S:9][CH:8]=3)[S:25][CH:26]=2)=[CH:20][CH:21]=1. The catalyst class is: 864. Reactant: [CH3:1][N:2]1[C:7]2=[CH:8][S:9][C:10](C)=[C:6]2[C:5](=[O:12])[N:4]([CH3:13])[C:3]1=[O:14].[Cl:15][C:16]1[CH:21]=[CH:20][C:19]([C:22]2[N:23]=[C:24]([NH2:27])[S:25][CH:26]=2)=[CH:18][CH:17]=1.CCN=C=NC[CH2:34][CH2:35]N(C)C.Cl.C1C=CC2N([OH:49])N=NC=2C=1. (5) Reactant: Cl[CH2:2][C:3]([NH:5][CH2:6][CH2:7][CH2:8][CH2:9][CH2:10][CH2:11][CH2:12][CH2:13][NH:14][C:15](=[O:21])[O:16][C:17]([CH3:20])([CH3:19])[CH3:18])=[O:4].[OH:22][C:23]1[CH:32]=[CH:31][CH:30]=[C:25]([C:26]([O:28][CH3:29])=[O:27])[C:24]=1[C:33]([O:35][CH3:36])=[O:34].C(=O)([O-])[O-].[Cs+].[Cs+]. Product: [C:17]([O:16][C:15]([NH:14][CH2:13][CH2:12][CH2:11][CH2:10][CH2:9][CH2:8][CH2:7][CH2:6][NH:5][C:3](=[O:4])[CH2:2][O:22][C:23]1[CH:32]=[CH:31][CH:30]=[C:25]([C:26]([O:28][CH3:29])=[O:27])[C:24]=1[C:33]([O:35][CH3:36])=[O:34])=[O:21])([CH3:20])([CH3:19])[CH3:18]. The catalyst class is: 23. (6) Reactant: C([O-])([O-])=O.[K+].[K+].[CH2:7](Br)[C:8]1[CH:13]=[CH:12][CH:11]=[CH:10][CH:9]=1.[Cl:15][C:16]1[CH:21]=[C:20]([N+:22]([O-:24])=[O:23])[C:19]([F:25])=[CH:18][C:17]=1[OH:26]. Product: [CH2:7]([O:26][C:17]1[C:16]([Cl:15])=[CH:21][C:20]([N+:22]([O-:24])=[O:23])=[C:19]([F:25])[CH:18]=1)[C:8]1[CH:13]=[CH:12][CH:11]=[CH:10][CH:9]=1. The catalyst class is: 18.